Dataset: Catalyst prediction with 721,799 reactions and 888 catalyst types from USPTO. Task: Predict which catalyst facilitates the given reaction. Reactant: [Br:1][C:2]1[CH:7]=[CH:6][C:5]([N+:8]([O-:10])=[O:9])=[C:4](F)[CH:3]=1.CC[N:14]([CH:18]([CH3:20])[CH3:19])C(C)C.C1(N)CC1. The catalyst class is: 3. Product: [Br:1][C:2]1[CH:7]=[CH:6][C:5]([N+:8]([O-:10])=[O:9])=[C:4]([NH:14][CH:18]2[CH2:20][CH2:19]2)[CH:3]=1.